This data is from NCI-60 drug combinations with 297,098 pairs across 59 cell lines. The task is: Regression. Given two drug SMILES strings and cell line genomic features, predict the synergy score measuring deviation from expected non-interaction effect. (1) Drug 1: C1=NC2=C(N=C(N=C2N1C3C(C(C(O3)CO)O)F)Cl)N. Drug 2: C1=CC=C(C(=C1)C(C2=CC=C(C=C2)Cl)C(Cl)Cl)Cl. Cell line: HCT-15. Synergy scores: CSS=-4.41, Synergy_ZIP=7.40, Synergy_Bliss=5.79, Synergy_Loewe=-2.13, Synergy_HSA=-2.44. (2) Drug 1: CC1=C2C(C(=O)C3(C(CC4C(C3C(C(C2(C)C)(CC1OC(=O)C(C(C5=CC=CC=C5)NC(=O)OC(C)(C)C)O)O)OC(=O)C6=CC=CC=C6)(CO4)OC(=O)C)O)C)O. Drug 2: CC1=C(C(=CC=C1)Cl)NC(=O)C2=CN=C(S2)NC3=CC(=NC(=N3)C)N4CCN(CC4)CCO. Cell line: UACC-257. Synergy scores: CSS=1.95, Synergy_ZIP=-1.05, Synergy_Bliss=1.02, Synergy_Loewe=0.435, Synergy_HSA=0.755. (3) Drug 1: CN1CCC(CC1)COC2=C(C=C3C(=C2)N=CN=C3NC4=C(C=C(C=C4)Br)F)OC. Drug 2: CN(C(=O)NC(C=O)C(C(C(CO)O)O)O)N=O. Cell line: RXF 393. Synergy scores: CSS=-0.188, Synergy_ZIP=-2.05, Synergy_Bliss=-3.71, Synergy_Loewe=-14.4, Synergy_HSA=-4.00. (4) Drug 1: CC1=C(C=C(C=C1)NC2=NC=CC(=N2)N(C)C3=CC4=NN(C(=C4C=C3)C)C)S(=O)(=O)N.Cl. Drug 2: CC1=C(C(=CC=C1)Cl)NC(=O)C2=CN=C(S2)NC3=CC(=NC(=N3)C)N4CCN(CC4)CCO. Cell line: SF-295. Synergy scores: CSS=2.34, Synergy_ZIP=6.66, Synergy_Bliss=-1.20, Synergy_Loewe=-0.622, Synergy_HSA=-0.532. (5) Drug 1: CC1C(C(CC(O1)OC2CC(OC(C2O)C)OC3=CC4=CC5=C(C(=O)C(C(C5)C(C(=O)C(C(C)O)O)OC)OC6CC(C(C(O6)C)O)OC7CC(C(C(O7)C)O)OC8CC(C(C(O8)C)O)(C)O)C(=C4C(=C3C)O)O)O)O. Drug 2: CS(=O)(=O)OCCCCOS(=O)(=O)C. Cell line: OVCAR-4. Synergy scores: CSS=36.5, Synergy_ZIP=1.73, Synergy_Bliss=2.20, Synergy_Loewe=-23.9, Synergy_HSA=0.421. (6) Drug 2: C(CC(=O)O)C(=O)CN.Cl. Synergy scores: CSS=-6.27, Synergy_ZIP=2.25, Synergy_Bliss=-2.06, Synergy_Loewe=-8.48, Synergy_HSA=-8.22. Cell line: HCT116. Drug 1: CS(=O)(=O)CCNCC1=CC=C(O1)C2=CC3=C(C=C2)N=CN=C3NC4=CC(=C(C=C4)OCC5=CC(=CC=C5)F)Cl. (7) Drug 1: CCCCC(=O)OCC(=O)C1(CC(C2=C(C1)C(=C3C(=C2O)C(=O)C4=C(C3=O)C=CC=C4OC)O)OC5CC(C(C(O5)C)O)NC(=O)C(F)(F)F)O. Drug 2: C1CC(=O)NC(=O)C1N2C(=O)C3=CC=CC=C3C2=O. Cell line: NCI/ADR-RES. Synergy scores: CSS=25.2, Synergy_ZIP=-3.90, Synergy_Bliss=4.97, Synergy_Loewe=-10.3, Synergy_HSA=-1.22.